Dataset: Reaction yield outcomes from USPTO patents with 853,638 reactions. Task: Predict the reaction yield, written as a fraction of the theoretical maximum amount of product (1.0 means a 100% yield; for example, 0.34 means a 34% yield). (1) The reactants are [CH3:1][O:2][C:3]([C:5]1[S:6][C:7](/[CH:10]=[C:11](\[C:15]2[CH:20]=[CH:19][C:18]([C:21]([CH3:24])([CH3:23])[CH3:22])=[CH:17][CH:16]=2)/[C:12]([OH:14])=[O:13])=[CH:8][CH:9]=1)=[O:4].[H][H]. The catalyst is C1COCC1.[Pd]. The product is [CH3:1][O:2][C:3]([C:5]1[S:6][C:7]([CH2:10][CH:11]([C:15]2[CH:20]=[CH:19][C:18]([C:21]([CH3:24])([CH3:23])[CH3:22])=[CH:17][CH:16]=2)[C:12]([OH:14])=[O:13])=[CH:8][CH:9]=1)=[O:4]. The yield is 0.810. (2) The reactants are [C:1](=[O:4])([O-])[O-].[K+].[K+].CI.[Br:9][C:10]1[CH:15]=[C:14]([CH2:16][CH3:17])[C:13](O)=[C:12]([Cl:19])[CH:11]=1. The catalyst is CN(C=O)C. The product is [Br:9][C:10]1[CH:15]=[C:14]([CH2:16][CH3:17])[C:13]([O:4][CH3:1])=[C:12]([Cl:19])[CH:11]=1. The yield is 0.910.